From a dataset of Forward reaction prediction with 1.9M reactions from USPTO patents (1976-2016). Predict the product of the given reaction. (1) Given the reactants [CH3:1][O:2][C:3]1[CH:4]=[C:5]([CH:8]=[CH:9][C:10]=1[O:11][CH2:12][CH2:13][CH2:14][CH3:15])[C:6]#[N:7].[N+:16]([O-])([OH:18])=[O:17], predict the reaction product. The product is: [N+:16]([C:8]1[CH:9]=[C:10]([O:11][CH2:12][CH2:13][CH2:14][CH3:15])[C:3]([O:2][CH3:1])=[CH:4][C:5]=1[C:6]#[N:7])([O-:18])=[O:17]. (2) Given the reactants [S:1]1[C:5]2[CH:6]=[C:7]([C:9](OCC)=[O:10])[NH:8][C:4]=2[N:3]=[CH:2]1.[H-].[Al+3].[Li+].[H-].[H-].[H-], predict the reaction product. The product is: [S:1]1[C:5]2[CH:6]=[C:7]([CH2:9][OH:10])[NH:8][C:4]=2[N:3]=[CH:2]1. (3) Given the reactants [Br-].[NH2:2][C:3]1[CH:12]=[CH:11][CH:10]=[C:9]2[C:4]=1[CH:5]=[CH:6][N+:7]([CH2:13][CH:14]1[CH2:16][CH2:15]1)=[CH:8]2.[CH3:17][Mg]Cl.[NH4+].[Cl-], predict the reaction product. The product is: [CH:14]1([CH2:13][N:7]2[CH:6]=[CH:5][C:4]3[C:3]([NH2:2])=[CH:12][CH:11]=[CH:10][C:9]=3[CH:8]2[CH3:17])[CH2:15][CH2:16]1. (4) Given the reactants Br[C:2]1[CH:3]=[N:4][CH:5]=[C:6]2[C:11]=1[N:10]=[C:9]([C:12]([NH2:14])=[O:13])[CH:8]=[CH:7]2.[CH3:15][O:16][C:17]1[N:22]=[CH:21][C:20](B(O)O)=[CH:19][CH:18]=1.C(=O)([O-])[O-].[Cs+].[Cs+], predict the reaction product. The product is: [CH3:15][O:16][C:17]1[N:22]=[CH:21][C:20]([C:2]2[CH:3]=[N:4][CH:5]=[C:6]3[C:11]=2[N:10]=[C:9]([C:12]([NH2:14])=[O:13])[CH:8]=[CH:7]3)=[CH:19][CH:18]=1. (5) Given the reactants [Cl:1][C:2]1[CH:3]=[C:4]([CH:26]=[CH:27][C:28]=1[O:29][CH3:30])[CH2:5][NH:6][C:7]1[C:8]2[C:21]3[CH:22]=[CH:23][CH:24]=[CH:25][C:20]=3[S:19][C:9]=2[N:10]=[C:11]([CH2:13][CH2:14][C:15]([O:17]C)=[O:16])[N:12]=1.[OH-].[Na+].Cl, predict the reaction product. The product is: [Cl:1][C:2]1[CH:3]=[C:4]([CH:26]=[CH:27][C:28]=1[O:29][CH3:30])[CH2:5][NH:6][C:7]1[C:8]2[C:21]3[CH:22]=[CH:23][CH:24]=[CH:25][C:20]=3[S:19][C:9]=2[N:10]=[C:11]([CH2:13][CH2:14][C:15]([OH:17])=[O:16])[N:12]=1. (6) Given the reactants [CH3:1][C:2]1([CH3:56])[C:10]2=[CH:11][C:12]3[N:13]([C:22]4[CH:27]=[CH:26][C:25]([C:28]5[CH:33]=[CH:32][C:31]([N:34]6[C:46]7[CH:45]=[C:44]8[C:47]([CH3:55])([CH3:54])[C:48]9[C:53]([C:43]8=[CH:42][C:41]=7[C:40]7[C:35]6=[CH:36][CH:37]=[CH:38][CH:39]=7)=[CH:52][CH:51]=[CH:50][CH:49]=9)=[CH:30][CH:29]=5)=[CH:24][CH:23]=4)[C:14]4[C:19]([C:20]=3[CH:21]=[C:9]2[C:8]2[C:3]1=[CH:4][CH:5]=[CH:6][CH:7]=2)=[CH:18][CH:17]=[CH:16][CH:15]=4.C1C(=O)N([Br:64])C(=O)C1.O, predict the reaction product. The product is: [Br:64][C:17]1[CH:18]=[C:19]2[C:14](=[CH:15][CH:16]=1)[N:13]([C:22]1[CH:27]=[CH:26][C:25]([C:28]3[CH:29]=[CH:30][C:31]([N:34]4[C:46]5[CH:45]=[C:44]6[C:47]([CH3:55])([CH3:54])[C:48]7[C:53]([C:43]6=[CH:42][C:41]=5[C:40]5[C:35]4=[CH:36][CH:37]=[CH:38][CH:39]=5)=[CH:52][CH:51]=[CH:50][CH:49]=7)=[CH:32][CH:33]=3)=[CH:24][CH:23]=1)[C:12]1[CH:11]=[C:10]3[C:2]([CH3:56])([CH3:1])[C:3]4[C:8]([C:9]3=[CH:21][C:20]2=1)=[CH:7][CH:6]=[CH:5][CH:4]=4. (7) Given the reactants [Si](OCC1(CO[Si](C(C)(C)C)(C)C)ON=C(C2C=CC([C:21]3[CH:26]=[CH:25][C:24]([N:27]4[CH2:31][C@H:30]([CH2:32][N:33]5[CH:37]=[CH:36][N:35]=[N:34]5)[O:29][C:28]4=[O:38])=[CH:23][C:22]=3[F:39])=CC=2)C1)(C(C)(C)C)(C)C.[B:49]1([B:49]2[O:53][C:52]([CH3:55])([CH3:54])[C:51]([CH3:57])([CH3:56])[O:50]2)[O:53][C:52]([CH3:55])([CH3:54])[C:51]([CH3:57])([CH3:56])[O:50]1.C([O-])(=O)C.[K+].C(OCC)(=O)C, predict the reaction product. The product is: [F:39][C:22]1[CH:23]=[C:24]([N:27]2[CH2:31][C@H:30]([CH2:32][N:33]3[CH:37]=[CH:36][N:35]=[N:34]3)[O:29][C:28]2=[O:38])[CH:25]=[CH:26][C:21]=1[B:49]1[O:53][C:52]([CH3:55])([CH3:54])[C:51]([CH3:57])([CH3:56])[O:50]1. (8) Given the reactants Cl.[NH2:2][C@H:3]([CH2:21][C:22]1[CH:27]=[CH:26][C:25]([Cl:28])=[CH:24][CH:23]=1)[C:4]([N:6]1[CH2:11][CH2:10][CH:9]([C:12]2[CH:17]=[CH:16][CH:15]=[CH:14][C:13]=2[CH2:18][CH2:19][OH:20])[CH2:8][CH2:7]1)=[O:5].CCN(C(C)C)C(C)C.[N:38]1([C:51]([O:53][C:54]([CH3:57])([CH3:56])[CH3:55])=[O:52])[CH2:47][C:46]2[C:41](=[CH:42][CH:43]=[CH:44][CH:45]=2)[CH2:40][C@H:39]1[C:48](O)=[O:49].C1C=NC2N(O)N=NC=2C=1.C(Cl)CCl, predict the reaction product. The product is: [Cl:28][C:25]1[CH:26]=[CH:27][C:22]([CH2:21][C@@H:3]([NH:2][C:48]([C@@H:39]2[CH2:40][C:41]3[C:46](=[CH:45][CH:44]=[CH:43][CH:42]=3)[CH2:47][N:38]2[C:51]([O:53][C:54]([CH3:57])([CH3:56])[CH3:55])=[O:52])=[O:49])[C:4]([N:6]2[CH2:11][CH2:10][CH:9]([C:12]3[CH:17]=[CH:16][CH:15]=[CH:14][C:13]=3[CH2:18][CH2:19][OH:20])[CH2:8][CH2:7]2)=[O:5])=[CH:23][CH:24]=1. (9) Given the reactants [O:1]=[C:2]([N:28]1[CH2:32][CH2:31][CH2:30][CH2:29]1)[C@H:3]([NH:6][CH2:7][C:8]1[CH:13]=[CH:12][N:11]=[C:10]2[N:14](C(OC(C)(C)C)=O)[CH:15]=[C:16]([C:17]([O:19]C)=[O:18])[C:9]=12)[CH2:4][CH3:5].CO.[OH-].[Na+], predict the reaction product. The product is: [O:1]=[C:2]([N:28]1[CH2:29][CH2:30][CH2:31][CH2:32]1)[C@H:3]([NH:6][CH2:7][C:8]1[CH:13]=[CH:12][N:11]=[C:10]2[NH:14][CH:15]=[C:16]([C:17]([OH:19])=[O:18])[C:9]=12)[CH2:4][CH3:5].